Dataset: Acute oral toxicity (LD50) regression data from Zhu et al.. Task: Regression/Classification. Given a drug SMILES string, predict its toxicity properties. Task type varies by dataset: regression for continuous values (e.g., LD50, hERG inhibition percentage) or binary classification for toxic/non-toxic outcomes (e.g., AMES mutagenicity, cardiotoxicity, hepatotoxicity). Dataset: ld50_zhu. (1) The molecule is CCOP(=O)(OCC)OC(=CBr)c1ccc(Cl)cc1Cl. The rat oral LD50 is 4.28, given as -log10 of the dose in mol/kg body weight (higher means more acutely toxic). (2) The drug is CC(C)CCN1C(=O)c2ccccc2C1=O. The rat oral LD50 is 1.79, given as -log10 of the dose in mol/kg body weight (higher means more acutely toxic). (3) The molecule is O=c1[nH]c2ccccc2n1CCCN1CCC(n2c(=O)[nH]c3cc(Cl)ccc32)CC1. The rat oral LD50 is 1.91, given as -log10 of the dose in mol/kg body weight (higher means more acutely toxic). (4) The drug is CCCCCOC(=O)C=CC(=O)OCCCCC. The rat oral LD50 is 1.72, given as -log10 of the dose in mol/kg body weight (higher means more acutely toxic). (5) The drug is S=c1[nH]nc(NCNc2n[nH]c(=S)s2)s1. The rat oral LD50 is 1.78, given as -log10 of the dose in mol/kg body weight (higher means more acutely toxic). (6) The molecule is CNC(=O)ON=C(SC)C(=O)N(C)C. The rat oral LD50 is 4.94, given as -log10 of the dose in mol/kg body weight (higher means more acutely toxic). (7) The drug is CN(c1ccc(Cl)cc1Br)c1c([N+](=O)[O-])cc([N+](=O)[O-])cc1C(F)(F)F. The rat oral LD50 is 5.00, given as -log10 of the dose in mol/kg body weight (higher means more acutely toxic).